Task: Predict which catalyst facilitates the given reaction.. Dataset: Catalyst prediction with 721,799 reactions and 888 catalyst types from USPTO (1) Reactant: [NH2:1][C:2]1[C:17]([Cl:18])=[CH:16][C:5]2[N:6]=[C:7]([N:9]3[CH2:14][CH2:13][N:12]([CH3:15])[CH2:11][CH2:10]3)[O:8][C:4]=2[CH:3]=1.[CH:19](=O)[C:20]1[CH:25]=[CH:24][CH:23]=[CH:22][CH:21]=1. Product: [CH:19](=[N:1][C:2]1[C:17]([Cl:18])=[CH:16][C:5]2[N:6]=[C:7]([N:9]3[CH2:10][CH2:11][N:12]([CH3:15])[CH2:13][CH2:14]3)[O:8][C:4]=2[CH:3]=1)[C:20]1[CH:25]=[CH:24][CH:23]=[CH:22][CH:21]=1. The catalyst class is: 11. (2) Reactant: [CH:1]1([CH2:7][C:8](OC)=[O:9])[CH2:6][CH2:5][CH2:4][CH2:3][CH2:2]1.CC(C[AlH]CC(C)C)C.O.O.O.O.C(C(C(C([O-])=O)O)O)([O-])=O.[Na+].[K+]. Product: [CH:1]1([CH2:7][CH:8]=[O:9])[CH2:6][CH2:5][CH2:4][CH2:3][CH2:2]1. The catalyst class is: 316. (3) Reactant: [C:1]([N:20]1[C:24]([C:25](OC)=[O:26])=[CH:23][C:22]([C:29](OC)=[O:30])=[N:21]1)([C:14]1[CH:19]=[CH:18][CH:17]=[CH:16][CH:15]=1)([C:8]1[CH:13]=[CH:12][CH:11]=[CH:10][CH:9]=1)[C:2]1[CH:7]=[CH:6][CH:5]=[CH:4][CH:3]=1.[H-].[H-].[H-].[H-].[Li+].[Al+3]. Product: [C:1]([N:20]1[C:24]([CH2:25][OH:26])=[CH:23][C:22]([CH2:29][OH:30])=[N:21]1)([C:2]1[CH:7]=[CH:6][CH:5]=[CH:4][CH:3]=1)([C:8]1[CH:9]=[CH:10][CH:11]=[CH:12][CH:13]=1)[C:14]1[CH:19]=[CH:18][CH:17]=[CH:16][CH:15]=1. The catalyst class is: 116. (4) Reactant: [C:1]([NH:8][C@H:9]([C:18]([OH:20])=[O:19])[CH2:10][C:11]1[CH:16]=[CH:15][C:14]([Cl:17])=[CH:13][CH:12]=1)([O:3][C:4]([CH3:7])([CH3:6])[CH3:5])=[O:2].[C:21](=O)([O-])[O-].[K+].[K+].S(OC)(OC)(=O)=O. Product: [C:4]([O:3][C:1]([NH:8][C@@H:9]([CH2:10][C:11]1[CH:12]=[CH:13][C:14]([Cl:17])=[CH:15][CH:16]=1)[C:18]([O:20][CH3:21])=[O:19])=[O:2])([CH3:5])([CH3:7])[CH3:6]. The catalyst class is: 21. (5) Reactant: [C:1]([O:9][CH2:10][C@@H:11]1[C:15]([O:17][C:18](=[O:20])[CH3:19])([CH3:16])[C@:14]([F:22])([CH3:21])[CH:13]([N:23]2[CH:31]=[N:30][C:29]3[C:24]2=[N:25][CH:26]=[N:27][C:28]=3Cl)[O:12]1)(=[O:8])[C:2]1[CH:7]=[CH:6][CH:5]=[CH:4][CH:3]=1.[CH:33]1([NH2:39])[CH2:38][CH2:37][CH2:36][CH2:35][CH2:34]1.O. Product: [C:1]([O:9][CH2:10][C@@H:11]1[C:15]([O:17][C:18](=[O:20])[CH3:19])([CH3:16])[C@:14]([F:22])([CH3:21])[CH:13]([N:23]2[CH:31]=[N:30][C:29]3[C:24]2=[N:25][CH:26]=[N:27][C:28]=3[NH:39][CH:33]2[CH2:38][CH2:37][CH2:36][CH2:35][CH2:34]2)[O:12]1)(=[O:8])[C:2]1[CH:7]=[CH:6][CH:5]=[CH:4][CH:3]=1. The catalyst class is: 8. (6) Reactant: [CH2:1]([N:8]1[CH2:12][C@@H:11]([OH:13])[C@H:10]([NH:14][C:15](=[O:21])[O:16][C:17]([CH3:20])([CH3:19])[CH3:18])[CH2:9]1)[C:2]1[CH:7]=[CH:6][CH:5]=[CH:4][CH:3]=1.N1C=CN=C1.[C:27]([Si:31](Cl)([CH3:33])[CH3:32])([CH3:30])([CH3:29])[CH3:28]. Product: [CH2:1]([N:8]1[CH2:12][C@@H:11]([O:13][Si:31]([C:27]([CH3:30])([CH3:29])[CH3:28])([CH3:33])[CH3:32])[C@H:10]([NH:14][C:15](=[O:21])[O:16][C:17]([CH3:18])([CH3:20])[CH3:19])[CH2:9]1)[C:2]1[CH:3]=[CH:4][CH:5]=[CH:6][CH:7]=1. The catalyst class is: 215. (7) Reactant: [CH2:1]([N:8]1[C:12]2[CH:13]=[CH:14][CH:15]=[CH:16][C:11]=2[NH:10][C:9]1=[NH:17])[C:2]1[CH:7]=[CH:6][CH:5]=[CH:4][CH:3]=1.[CH2:18]([O:20][C:21](=[O:33])[C:22]1[CH:27]=[CH:26][CH:25]=[C:24]([O:28][CH2:29][CH2:30][CH2:31]Cl)[CH:23]=1)[CH3:19]. Product: [CH2:18]([O:20][C:21](=[O:33])[C:22]1[CH:27]=[CH:26][CH:25]=[C:24]([O:28][CH2:29][CH2:30][CH2:31][N:10]2[C:11]3[CH:16]=[CH:15][CH:14]=[CH:13][C:12]=3[N:8]([CH2:1][C:2]3[CH:3]=[CH:4][CH:5]=[CH:6][CH:7]=3)[C:9]2=[NH:17])[CH:23]=1)[CH3:19]. The catalyst class is: 131. (8) Reactant: C(OC([NH:8][C:9]1([C:24](O)=O)[CH2:14][CH2:13][N:12]([C:15]2[C:16]3[CH:23]=[CH:22][NH:21][C:17]=3[N:18]=[CH:19][N:20]=2)[CH2:11][CH2:10]1)=O)(C)(C)C.F[P-](F)(F)(F)(F)F.N1(OC(N(C)C)=[N+](C)C)C2N=CC=CC=2N=N1.[Cl:51][C:52]1[CH:53]=[C:54]([CH3:60])[C:55]([NH2:59])=[C:56]([NH2:58])[CH:57]=1.C(N(C(C)C)C(C)C)C.Cl. Product: [Cl:51][C:52]1[CH:53]=[C:54]([CH3:60])[C:55]2[NH:59][C:24]([C:9]3([NH2:8])[CH2:10][CH2:11][N:12]([C:15]4[C:16]5[CH:23]=[CH:22][NH:21][C:17]=5[N:18]=[CH:19][N:20]=4)[CH2:13][CH2:14]3)=[N:58][C:56]=2[CH:57]=1. The catalyst class is: 3. (9) Reactant: CS(O[CH2:6][C@@H:7]1[O:12][C:11]2[CH:13]=[CH:14][C:15]([NH:17][C:18](=[O:27])[C:19]3[C:24]([F:25])=[CH:23][CH:22]=[CH:21][C:20]=3[Cl:26])=[CH:16][C:10]=2[N:9]([S:28]([C:31]2[CH:36]=[CH:35][C:34]([F:37])=[CH:33][CH:32]=2)(=[O:30])=[O:29])[CH2:8]1)(=O)=O.[C-:38]#[N:39].[K+]. Product: [Cl:26][C:20]1[CH:21]=[CH:22][CH:23]=[C:24]([F:25])[C:19]=1[C:18]([NH:17][C:15]1[CH:14]=[CH:13][C:11]2[O:12][C@@H:7]([CH2:6][C:38]#[N:39])[CH2:8][N:9]([S:28]([C:31]3[CH:32]=[CH:33][C:34]([F:37])=[CH:35][CH:36]=3)(=[O:29])=[O:30])[C:10]=2[CH:16]=1)=[O:27]. The catalyst class is: 9.